Dataset: Catalyst prediction with 721,799 reactions and 888 catalyst types from USPTO. Task: Predict which catalyst facilitates the given reaction. The catalyst class is: 12. Product: [CH3:24][C:21]1([CH3:23])[C:20]([CH3:25])([CH3:26])[O:19][B:18]([C:28]2[CH:29]=[CH:30][C:31]([C@@H:34]3[CH2:36][C@H:35]3[NH:37][S:38]([CH:41]([CH3:43])[CH3:42])(=[O:40])=[O:39])=[CH:32][CH:33]=2)[O:22]1. Reactant: C([O-])(=O)C.[K+].ClCCl.[B:18]1([B:18]2[O:22][C:21]([CH3:24])([CH3:23])[C:20]([CH3:26])([CH3:25])[O:19]2)[O:22][C:21]([CH3:24])([CH3:23])[C:20]([CH3:26])([CH3:25])[O:19]1.Br[C:28]1[CH:33]=[CH:32][C:31]([C@@H:34]2[CH2:36][C@H:35]2[NH:37][S:38]([CH:41]([CH3:43])[CH3:42])(=[O:40])=[O:39])=[CH:30][CH:29]=1.